This data is from Choline transporter screen with 302,306 compounds. The task is: Binary Classification. Given a drug SMILES string, predict its activity (active/inactive) in a high-throughput screening assay against a specified biological target. The compound is O=C1Nc2c(N(C1)C(=O)NCC(=O)Nc1c(ccc(c1)C)C)cccc2. The result is 0 (inactive).